From a dataset of Reaction yield outcomes from USPTO patents with 853,638 reactions. Predict the reaction yield, written as a fraction of the theoretical maximum amount of product (1.0 means a 100% yield; for example, 0.34 means a 34% yield). The reactants are [F:1][C:2]1[CH:7]=[CH:6][CH:5]=[C:4]([F:8])[C:3]=1[NH2:9].C[Al](C)C.FC1C=NC=C(F)C=1N[C:22]([C:24]1[CH:28]=[C:27]([C:29]2[CH:30]=[N:31][C:32]([O:39][CH2:40][CH3:41])=[CH:33][C:34]=2[C:35]([F:38])([F:37])[F:36])[N:26]([CH3:42])[N:25]=1)=[O:23].Cl. The catalyst is C1(C)C=CC=CC=1. The product is [F:1][C:2]1[CH:7]=[CH:6][CH:5]=[C:4]([F:8])[C:3]=1[NH:9][C:22]([C:24]1[CH:28]=[C:27]([C:29]2[CH:30]=[N:31][C:32]([O:39][CH2:40][CH3:41])=[CH:33][C:34]=2[C:35]([F:38])([F:37])[F:36])[N:26]([CH3:42])[N:25]=1)=[O:23]. The yield is 0.610.